From a dataset of Full USPTO retrosynthesis dataset with 1.9M reactions from patents (1976-2016). Predict the reactants needed to synthesize the given product. (1) Given the product [CH2:17]([O:16][C:14](=[O:15])[C:13]([O:1][C:2]1[CH:11]=[C:10]2[C:5]([CH:6]=[CH:7][N:8]=[CH:9]2)=[CH:4][CH:3]=1)([CH3:20])[CH3:19])[CH3:18], predict the reactants needed to synthesize it. The reactants are: [OH:1][C:2]1[CH:11]=[C:10]2[C:5]([CH:6]=[CH:7][N:8]=[CH:9]2)=[CH:4][CH:3]=1.Br[C:13]([CH3:20])([CH3:19])[C:14]([O:16][CH2:17][CH3:18])=[O:15].C(=O)([O-])[O-].[K+].[K+]. (2) Given the product [ClH:32].[NH2:9][C:6]1([C:4]([N:3]([O:2][CH3:1])[CH2:25][C:26]([F:29])([F:28])[F:27])=[O:5])[CH2:7][CH2:8]1, predict the reactants needed to synthesize it. The reactants are: [CH3:1][O:2][NH:3][C:4]([C:6]1([NH:9]C(=O)OC(C)(C)C)[CH2:8][CH2:7]1)=[O:5].[H-].[Na+].FC(F)(F)S(O[CH2:25][C:26]([F:29])([F:28])[F:27])(=O)=O.[ClH:32]. (3) The reactants are: [NH2:1][C:2]1[CH:3]=[N:4][CH:5]=[CH:6][C:7]=1[C@H:8]1[CH2:13][C@@H:12]([NH:14][C:15](=[O:21])[O:16][C:17]([CH3:20])([CH3:19])[CH3:18])[C@@H:11]([O:22][CH2:23][CH3:24])[C@@H:10]([CH3:25])[CH2:9]1.[C:26](N1C=CN=C1)(N1C=CN=C1)=[S:27]. Given the product [N:1]([C:2]1[CH:3]=[N:4][CH:5]=[CH:6][C:7]=1[C@H:8]1[CH2:13][C@@H:12]([NH:14][C:15](=[O:21])[O:16][C:17]([CH3:18])([CH3:19])[CH3:20])[C@@H:11]([O:22][CH2:23][CH3:24])[C@@H:10]([CH3:25])[CH2:9]1)=[C:26]=[S:27], predict the reactants needed to synthesize it. (4) Given the product [Br:58][C:57]1[C:52]([NH:51][C:61]2[CH:66]=[CH:65][C:64]([S:67][CH3:68])=[CH:63][CH:62]=2)=[N:53][CH:54]=[C:55]([CH3:59])[CH:56]=1, predict the reactants needed to synthesize it. The reactants are: C1(P(C2C=CC=CC=2)C2C3OC4C(=CC=CC=4P(C4C=CC=CC=4)C4C=CC=CC=4)C(C)(C)C=3C=CC=2)C=CC=CC=1.C1(OC)C=CC=CC=1.[NH2:51][C:52]1[C:57]([Br:58])=[CH:56][C:55]([CH3:59])=[CH:54][N:53]=1.I[C:61]1[CH:66]=[CH:65][C:64]([S:67][CH3:68])=[CH:63][CH:62]=1.C(=O)([O-])[O-].[Cs+].[Cs+]. (5) Given the product [CH2:29]([O:28][C:25]1[CH:26]=[CH:27][C:22]([N:17]2[CH2:18][CH2:19][N:14]([C:5]3[C:4]([CH3:20])=[C:3]([O:2][CH3:1])[C:11]4[O:10][CH:9]([CH3:12])[CH2:8][C:7]=4[C:6]=3[CH3:13])[CH2:15][CH2:16]2)=[CH:23][CH:24]=1)[CH3:30], predict the reactants needed to synthesize it. The reactants are: [CH3:1][O:2][C:3]1[C:11]2[O:10][CH:9]([CH3:12])[CH2:8][C:7]=2[C:6]([CH3:13])=[C:5]([N:14]2[CH2:19][CH2:18][NH:17][CH2:16][CH2:15]2)[C:4]=1[CH3:20].Br[C:22]1[CH:27]=[CH:26][C:25]([O:28][CH2:29][CH3:30])=[CH:24][CH:23]=1. (6) Given the product [C:33]([O:32][C@@H:9]([C:10]1[C:11]([C:25]2[CH:26]=[CH:27][C:28]([Cl:31])=[CH:29][CH:30]=2)=[C:12]2[C:17](=[CH:18][C:19]=1[CH3:20])[N:16]=[C:15]([CH2:21][N:22]([CH3:23])[CH3:24])[CH:14]=[CH:13]2)[CH2:8][OH:7])([CH3:36])([CH3:34])[CH3:35], predict the reactants needed to synthesize it. The reactants are: C([O:7][CH2:8][C@@H:9]([O:32][C:33]([CH3:36])([CH3:35])[CH3:34])[C:10]1[C:11]([C:25]2[CH:30]=[CH:29][C:28]([Cl:31])=[CH:27][CH:26]=2)=[C:12]2[C:17](=[CH:18][C:19]=1[CH3:20])[N:16]=[C:15]([CH2:21][N:22]([CH3:24])[CH3:23])[CH:14]=[CH:13]2)(=O)C(C)(C)C.[OH-].[Na+]. (7) Given the product [Br:12][C:13]1[S:17][C:16]([C:18](=[O:24])[CH2:19][CH2:20][C:4](=[O:6])[CH2:3][C:1]#[N:2])=[CH:15][CH:14]=1, predict the reactants needed to synthesize it. The reactants are: [C:1]([CH2:3][C:4]([OH:6])=O)#[N:2].C([Mg]Cl)(C)C.[Br:12][C:13]1[S:17][C:16]([C:18](=[O:24])[CH2:19][CH2:20]C(O)=O)=[CH:15][CH:14]=1.C1N=CN(C(N2C=NC=C2)=O)C=1. (8) Given the product [OH:82][CH2:79][C:80]([N:17]1[CH2:18][CH2:19][CH:20]([C@H:23]([NH:25][C:26]2[N:31]=[C:30]([C:32]3[C:40]4[C:35](=[N:36][CH:37]=[C:38]([C:41]([F:43])([F:44])[F:42])[CH:39]=4)[N:34]([S:45]([C:48]4[CH:49]=[CH:50][C:51]([CH3:52])=[CH:53][CH:54]=4)(=[O:46])=[O:47])[CH:33]=3)[C:29]([C:55]#[N:56])=[CH:28][N:27]=2)[CH3:24])[CH2:21][CH2:22]1)=[O:81], predict the reactants needed to synthesize it. The reactants are: C(N(C(C)C)CC)(C)C.FC(F)(F)C(O)=O.[NH:17]1[CH2:22][CH2:21][CH:20]([C@H:23]([NH:25][C:26]2[N:31]=[C:30]([C:32]3[C:40]4[C:35](=[N:36][CH:37]=[C:38]([C:41]([F:44])([F:43])[F:42])[CH:39]=4)[N:34]([S:45]([C:48]4[CH:54]=[CH:53][C:51]([CH3:52])=[CH:50][CH:49]=4)(=[O:47])=[O:46])[CH:33]=3)[C:29]([C:55]#[N:56])=[CH:28][N:27]=2)[CH3:24])[CH2:19][CH2:18]1.CN(C(ON1N=NC2C=CC=CC1=2)=[N+](C)C)C.[B-](F)(F)(F)F.[C:79](O)(=[O:82])[CH2:80][OH:81].